Dataset: Forward reaction prediction with 1.9M reactions from USPTO patents (1976-2016). Task: Predict the product of the given reaction. (1) Given the reactants Cl[C:2]1[C:11]2[C:6](=[CH:7][CH:8]=[CH:9][CH:10]=2)[CH:5]=[C:4]([NH:12][C:13]2[CH:17]=[CH:16][NH:15][N:14]=2)[N:3]=1.[C:18]([C:22]1[CH:27]=[CH:26][C:25](B(O)O)=[CH:24][CH:23]=1)([CH3:21])([CH3:20])[CH3:19], predict the reaction product. The product is: [C:18]([C:22]1[CH:27]=[CH:26][C:25]([C:2]2[C:11]3[C:6](=[CH:7][CH:8]=[CH:9][CH:10]=3)[CH:5]=[C:4]([NH:12][C:13]3[CH:17]=[CH:16][NH:15][N:14]=3)[N:3]=2)=[CH:24][CH:23]=1)([CH3:21])([CH3:20])[CH3:19]. (2) Given the reactants [Si]([O:8][CH2:9][CH2:10][CH2:11][C:12]([CH3:16])([CH3:15])[C:13]#[N:14])(C(C)(C)C)(C)C.O.[ClH:18], predict the reaction product. The product is: [Cl-:18].[OH:8][CH2:9][CH2:10][CH2:11][C:12]([CH3:16])([CH3:15])[CH2:13][NH3+:14]. (3) Given the reactants [Cl:1][C:2]1[CH:15]=[CH:14][C:5]([CH2:6][NH:7][C:8](=[O:13])[C:9]([CH3:12])([CH3:11])[CH3:10])=[CH:4][C:3]=1[N:16]=[C:17]=[S:18].[NH2:19][C:20]1[C:21]([NH:44][CH3:45])=[N:22][C:23]([O:39][CH2:40][CH:41]([F:43])[F:42])=[C:24]([CH:38]=1)[C:25]([NH:27][C@H:28]1[CH2:33][CH2:32][C@H:31]([C:34]([F:37])([F:36])[F:35])[CH2:30][CH2:29]1)=[O:26], predict the reaction product. The product is: [Cl:1][C:2]1[CH:15]=[CH:14][C:5]([CH2:6][NH:7][C:8](=[O:13])[C:9]([CH3:12])([CH3:11])[CH3:10])=[CH:4][C:3]=1[NH:16][C:17]([NH:19][C:20]1[CH:38]=[C:24]([C:25](=[O:26])[NH:27][C@H:28]2[CH2:33][CH2:32][C@H:31]([C:34]([F:37])([F:35])[F:36])[CH2:30][CH2:29]2)[C:23]([O:39][CH2:40][CH:41]([F:42])[F:43])=[N:22][C:21]=1[NH:44][CH3:45])=[S:18]. (4) Given the reactants [C:1]([C:3]1[CH:4]=[C:5]([CH2:15][N:16]2[C:20]([CH3:21])=[CH:19][C:18]([NH:22]C(=O)OCC[Si](C)(C)C)=[N:17]2)[C:6]2[O:10][C:9]([CH:11]([CH3:13])[CH3:12])=[CH:8][C:7]=2[CH:14]=1)#[N:2].[F-].C([N+](CCCC)(CCCC)CCCC)CCC, predict the reaction product. The product is: [NH2:22][C:18]1[CH:19]=[C:20]([CH3:21])[N:16]([CH2:15][C:5]2[C:6]3[O:10][C:9]([CH:11]([CH3:13])[CH3:12])=[CH:8][C:7]=3[CH:14]=[C:3]([C:1]#[N:2])[CH:4]=2)[N:17]=1. (5) Given the reactants [F:1][CH:2]([F:23])[O:3][C:4]1[CH:9]=[CH:8][C:7]([C:10](=O)[C:11]([C:13]2[CH:18]=[CH:17][CH:16]=[CH:15]C=2)=O)=[CH:6][C:5]=1[CH:20]([CH3:22])[CH3:21].Cl.[CH3:25][NH:26][C:27]([NH2:29])=[NH:28].[C:30]([O-:33])([O-])=O.[Na+].[Na+], predict the reaction product. The product is: [NH2:29][C:27]1[N:26]([CH3:25])[C:30](=[O:33])[C:10]([C:7]2[CH:8]=[CH:9][C:4]([O:3][CH:2]([F:1])[F:23])=[C:5]([CH:20]([CH3:21])[CH3:22])[CH:6]=2)([C:11]2[CH:13]=[CH:18][CH:17]=[CH:16][CH:15]=2)[N:28]=1. (6) Given the reactants ClC(Cl)(Cl)C([N:5]1[CH2:10][CH2:9][N:8]([C:11]2[CH:20]=[C:19]([S:21]([N:24]3[C:32]4[C:27](=[CH:28][CH:29]=[C:30]([Cl:33])[CH:31]=4)[C:26]([CH3:34])=[CH:25]3)(=[O:23])=[O:22])[C:18]3[C:13](=[CH:14][CH:15]=[CH:16][CH:17]=3)[C:12]=2[O:35][CH3:36])[CH2:7][CH2:6]1)=O.[OH-].[K+], predict the reaction product. The product is: [Cl:33][C:30]1[CH:31]=[C:32]2[C:27]([C:26]([CH3:34])=[CH:25][N:24]2[S:21]([C:19]2[C:18]3[C:13](=[CH:14][CH:15]=[CH:16][CH:17]=3)[C:12]([O:35][CH3:36])=[C:11]([N:8]3[CH2:7][CH2:6][NH:5][CH2:10][CH2:9]3)[CH:20]=2)(=[O:23])=[O:22])=[CH:28][CH:29]=1. (7) Given the reactants O[CH:2]1[CH2:6][CH2:5][C:4]([CH2:7][PH:8](=[O:13])[O:9][CH:10]([CH3:12])[CH3:11])=[CH:3]1.CCOC(/[N:19]=N/C(OCC)=O)=O.N=[N+]=[N-].C1(P(C2C=CC=CC=2)C2C=CC=CC=2)C=CC=CC=1, predict the reaction product. The product is: [NH2:19][CH:2]1[CH2:6][CH2:5][C:4]([CH2:7][PH:8](=[O:13])[O:9][CH:10]([CH3:12])[CH3:11])=[CH:3]1. (8) Given the reactants Cl[C:2]1[O:3][C:4]([C:7]([O:9]CC)=[O:8])=[CH:5][N:6]=1.C[O-:13].[Na+], predict the reaction product. The product is: [O:13]=[C:2]1[NH:6][CH:5]=[C:4]([C:7]([OH:9])=[O:8])[O:3]1. (9) Given the reactants [Cl:1][C:2]1[CH:7]=[CH:6][C:5]([N:8]2[C:12](=O)[NH:11][N:10]=[C:9]2[C:14]2[N:18]3[CH:19]=[CH:20][CH:21]=[CH:22][C:17]3=[N:16][C:15]=2[C:23]2[CH:28]=[C:27]([Cl:29])[CH:26]=[CH:25][C:24]=2[Cl:30])=[CH:4][CH:3]=1.ClC1C=CC(NC(C2N3C=CC=CC3=NC=2C2C=C(Cl)C=CC=2Cl)=NN)=CC=1.C(N1C=CN=C1)(N1C=CN=C1)=[S:60], predict the reaction product. The product is: [Cl:1][C:2]1[CH:7]=[CH:6][C:5]([N:8]2[C:12](=[S:60])[NH:11][N:10]=[C:9]2[C:14]2[N:18]3[CH:19]=[CH:20][CH:21]=[CH:22][C:17]3=[N:16][C:15]=2[C:23]2[CH:28]=[C:27]([Cl:29])[CH:26]=[CH:25][C:24]=2[Cl:30])=[CH:4][CH:3]=1. (10) Given the reactants C[O:2]C1C(C2C=CC=CC=2C)=C(Cl)C=CC=1.Br.[H-].[Na+].C(Br)C=C.C(OCC=C)C=C.[CH2:31]([C:34]1[CH:39]=[CH:38][C:37]([Cl:40])=[C:36]([C:41]2[CH:46]=[CH:45][CH:44]=[CH:43][C:42]=2[Cl:47])[C:35]=1[OH:48])[CH:32]=[CH2:33].ClC1C=C(C=CC=1)C(OO)=O.C(=O)([O-])[O-].[K+].[K+], predict the reaction product. The product is: [Cl:47][C:42]1[CH:43]=[CH:44][CH:45]=[CH:46][C:41]=1[C:36]1[C:35]2[O:48][CH:32]([CH2:33][OH:2])[CH2:31][C:34]=2[CH:39]=[CH:38][C:37]=1[Cl:40].